From a dataset of Forward reaction prediction with 1.9M reactions from USPTO patents (1976-2016). Predict the product of the given reaction. (1) The product is: [CH:1]1([NH:4][C:5](=[O:31])[C:6]2[CH:11]=[C:10]([F:12])[C:9]([CH3:13])=[C:8]([C:14]3[CH:15]=[C:16]4[C:21](=[CH:22][CH:23]=3)[C:20](=[O:24])[N:19]([CH2:25][CH:26]3[CH2:27][CH2:28]3)[CH:18]=[C:17]4[CH2:29][N:38]3[CH2:37][CH2:36][NH:35][C@@H:34]([CH2:32][CH3:33])[CH2:39]3)[CH:7]=2)[CH2:2][CH2:3]1. Given the reactants [CH:1]1([NH:4][C:5](=[O:31])[C:6]2[CH:11]=[C:10]([F:12])[C:9]([CH3:13])=[C:8]([C:14]3[CH:15]=[C:16]4[C:21](=[CH:22][CH:23]=3)[C:20](=[O:24])[N:19]([CH2:25][CH:26]3[CH2:28][CH2:27]3)[CH:18]=[C:17]4[CH:29]=O)[CH:7]=2)[CH2:3][CH2:2]1.[CH2:32]([C@H:34]1[CH2:39][NH:38][CH2:37][CH2:36][N:35]1C(OC(C)(C)C)=O)[CH3:33], predict the reaction product. (2) Given the reactants [CH2:1]([N:8]1[C:17]2[C:12](=[CH:13][CH:14]=[CH:15][CH:16]=2)[CH2:11][NH:10][C:9]1=[O:18])[C:2]1[CH:7]=[CH:6][CH:5]=[CH:4][CH:3]=1.[H-].[Na+].[F:21][C:22]1[CH:23]=[CH:24][C:25]2[N:26]([CH2:36][CH:37]3[CH2:39][O:38]3)[C:27]3[C:32]([C:33]=2[CH:34]=1)=[CH:31][C:30]([F:35])=[CH:29][CH:28]=3.[Cl-].[NH4+], predict the reaction product. The product is: [CH2:1]([N:8]1[C:17]2[C:12](=[CH:13][CH:14]=[CH:15][CH:16]=2)[CH2:11][N:10]([CH2:39][CH:37]([OH:38])[CH2:36][N:26]2[C:27]3[CH:28]=[CH:29][C:30]([F:35])=[CH:31][C:32]=3[C:33]3[C:25]2=[CH:24][CH:23]=[C:22]([F:21])[CH:34]=3)[C:9]1=[O:18])[C:2]1[CH:3]=[CH:4][CH:5]=[CH:6][CH:7]=1.